Task: Predict the reactants needed to synthesize the given product.. Dataset: Full USPTO retrosynthesis dataset with 1.9M reactions from patents (1976-2016) (1) Given the product [NH2:13][C:11]1[CH:10]=[CH:9][CH:8]=[C:7]2[C:12]=1[N:4]([CH2:3][O:2][CH3:1])[C:5]([C:16]1[S:17][C:18]([C:21]([O:23][CH2:24][CH3:25])=[O:22])=[CH:19][N:20]=1)=[CH:6]2, predict the reactants needed to synthesize it. The reactants are: [CH3:1][O:2][CH2:3][N:4]1[C:12]2[C:7](=[CH:8][CH:9]=[CH:10][C:11]=2[N+:13]([O-])=O)[CH:6]=[C:5]1[C:16]1[S:17][C:18]([C:21]([O:23][CH2:24][CH3:25])=[O:22])=[CH:19][N:20]=1.O1CCCC1.O.NN. (2) Given the product [CH2:21]([N:11]1[C:12]2[C:7](=[C:6]([OH:35])[C:5]([C:3]([NH:36][CH2:37][C:38]([OH:40])=[O:39])=[O:2])=[N:14][C:13]=2[C:15]2[CH:16]=[N:17][CH:18]=[CH:19][CH:20]=2)[CH:8]=[C:9]([C:29]2[CH:30]=[CH:31][CH:32]=[CH:33][CH:34]=2)[C:10]1=[O:28])[C:22]1[CH:27]=[CH:26][CH:25]=[CH:24][CH:23]=1, predict the reactants needed to synthesize it. The reactants are: C[O:2][C:3]([C:5]1[C:6]([OH:35])=[C:7]2[C:12](=[C:13]([C:15]3[CH:16]=[N:17][CH:18]=[CH:19][CH:20]=3)[N:14]=1)[N:11]([CH2:21][C:22]1[CH:27]=[CH:26][CH:25]=[CH:24][CH:23]=1)[C:10](=[O:28])[C:9]([C:29]1[CH:34]=[CH:33][CH:32]=[CH:31][CH:30]=1)=[CH:8]2)=O.[NH2:36][CH2:37][C:38]([OH:40])=[O:39].C[O-].[Na+]. (3) Given the product [N:25]1[CH:30]=[CH:29][N:28]=[CH:27][C:26]=1[CH:31]([NH:33][C:3]([C:5]1[CH:6]=[C:7]([C:18]2[CH:19]=[CH:20][C:21]([CH3:24])=[CH:22][CH:23]=2)[CH:8]=[C:9]([N:11]([C:13](=[O:17])[CH:14]([CH3:16])[CH3:15])[CH3:12])[CH:10]=1)=[O:2])[CH3:32], predict the reactants needed to synthesize it. The reactants are: C[O:2][C:3]([C:5]1[CH:6]=[C:7]([C:18]2[CH:23]=[CH:22][C:21]([CH3:24])=[CH:20][CH:19]=2)[CH:8]=[C:9]([N:11]([C:13](=[O:17])[CH:14]([CH3:16])[CH3:15])[CH3:12])[CH:10]=1)=O.[N:25]1[CH:30]=[CH:29][N:28]=[CH:27][C:26]=1[CH:31]([NH2:33])[CH3:32].C1C=CC2N(O)N=NC=2C=1. (4) Given the product [CH2:1]([O:8][C:9]1[CH:14]=[CH:13][N:12]([C:17]2[CH:18]=[CH:19][C:20]3[N:24]=[C:23]([CH2:25][CH3:26])[N:22]([CH3:27])[C:21]=3[CH:28]=2)[C:11](=[O:15])[CH:10]=1)[C:2]1[CH:3]=[CH:4][CH:5]=[CH:6][CH:7]=1, predict the reactants needed to synthesize it. The reactants are: [CH2:1]([O:8][C:9]1[CH:14]=[CH:13][NH:12][C:11](=[O:15])[CH:10]=1)[C:2]1[CH:7]=[CH:6][CH:5]=[CH:4][CH:3]=1.Br[C:17]1[CH:18]=[CH:19][C:20]2[N:24]=[C:23]([CH2:25][CH3:26])[N:22]([CH3:27])[C:21]=2[CH:28]=1.C(=O)([O-])[O-].[K+].[K+].CNCCNC.N. (5) Given the product [I:23][C:20]1[CH:21]=[CH:22][C:17]2[N:18]([CH:2]=[C:3]([C:5]3[CH:6]=[CH:7][C:8]([N:11]4[CH:15]=[N:14][CH:13]=[N:12]4)=[N:9][CH:10]=3)[N:16]=2)[CH:19]=1, predict the reactants needed to synthesize it. The reactants are: Br[CH2:2][C:3]([C:5]1[CH:6]=[CH:7][C:8]([N:11]2[CH:15]=[N:14][CH:13]=[N:12]2)=[N:9][CH:10]=1)=O.[NH2:16][C:17]1[CH:22]=[CH:21][C:20]([I:23])=[CH:19][N:18]=1. (6) Given the product [CH2:27]([O:34][C:35]([C:37]1([OH:38])[CH2:39][CH:40]([OH:41])[CH:42]([NH:43][C:44](=[O:46])[CH3:45])[CH:47]([CH:49]([OH:50])[CH:51]([OH:52])[CH2:53][O:17][C:16](=[O:18])[CH:12]([NH:11][C:1]([O:3][CH2:4][C:5]2[CH:10]=[CH:9][CH:8]=[CH:7][CH:6]=2)=[O:2])[CH:13]([CH3:14])[CH3:15])[O:48]1)=[O:36])[C:28]1[CH:33]=[CH:32][CH:31]=[CH:30][CH:29]=1, predict the reactants needed to synthesize it. The reactants are: [C:1]([NH:11][C@H:12]([C:16]([OH:18])=[O:17])[CH:13]([CH3:15])[CH3:14])([O:3][CH2:4][C:5]1[CH:10]=[CH:9][CH:8]=[CH:7][CH:6]=1)=[O:2].ClC(N(C)C)=C(C)C.[CH2:27]([O:34][C:35]([C@:37]1([O:48][C@@H:47]([C@@H:49]([C@@H:51]([CH2:53]O)[OH:52])[OH:50])[C@H:42]([NH:43][C:44](=[O:46])[CH3:45])[C@@H:40]([OH:41])[CH2:39]1)[OH:38])=[O:36])[C:28]1[CH:33]=[CH:32][CH:31]=[CH:30][CH:29]=1. (7) The reactants are: Br[C:2]1[CH:11]=[C:10]2[C:5]([CH:6]=[C:7]([NH:12][C:13]([CH:15]3[CH2:17][CH2:16]3)=[O:14])[N:8]=[CH:9]2)=[CH:4][CH:3]=1.C1C2C(=CC=CC=2)C=C(N)N=1. Given the product [CH:9]1[C:10]2[C:5](=[CH:4][CH:3]=[CH:2][CH:11]=2)[CH:6]=[C:7]([NH:12][C:13]([CH:15]2[CH2:16][CH2:17]2)=[O:14])[N:8]=1, predict the reactants needed to synthesize it.